Dataset: Full USPTO retrosynthesis dataset with 1.9M reactions from patents (1976-2016). Task: Predict the reactants needed to synthesize the given product. (1) Given the product [NH2:1][C@H:2]1[CH2:7][CH2:6][CH2:5][CH2:4][C@H:3]1[NH:8][C:9]1[N:14]=[C:13]([NH:15][C:16]2[CH:21]=[CH:20][C:19]([C:33]3[N:32]=[C:31]([CH3:30])[O:35][N:34]=3)=[CH:18][CH:17]=2)[C:12]([C:27]([NH2:29])=[O:28])=[CH:11][N:10]=1, predict the reactants needed to synthesize it. The reactants are: [NH2:1][C@H:2]1[CH2:7][CH2:6][CH2:5][CH2:4][C@H:3]1[NH:8][C:9]1[N:14]=[C:13]([NH:15][C:16]2[CH:21]=[CH:20][C:19](C3ON=CC=3)=[CH:18][CH:17]=2)[C:12]([C:27]([NH2:29])=[O:28])=[CH:11][N:10]=1.[CH3:30][C:31]1[O:35][N:34]=[C:33](C2C=CC(N)=CC=2)[N:32]=1. (2) Given the product [NH2:33][CH:26]1[C:25]2[C:30](=[CH:31][CH:32]=[C:23]([O:22][CH3:21])[CH:24]=2)[CH2:29][N:28]([C:4]2[N:3]=[C:2]([CH3:1])[N:7]([CH2:8][C:9]3[S:10][C:11]([C:14]([F:17])([F:16])[F:15])=[CH:12][CH:13]=3)[C:6](=[O:18])[N:5]=2)[CH2:27]1, predict the reactants needed to synthesize it. The reactants are: [CH3:1][C:2]1[N:7]([CH2:8][C:9]2[S:10][C:11]([C:14]([F:17])([F:16])[F:15])=[CH:12][CH:13]=2)[C:6](=[O:18])[N:5]=[C:4](SC)[N:3]=1.[CH3:21][O:22][C:23]1[CH:24]=[C:25]2[C:30](=[CH:31][CH:32]=1)[CH2:29][NH:28][CH2:27][CH:26]2[NH2:33].